From a dataset of Reaction yield outcomes from USPTO patents with 853,638 reactions. Predict the reaction yield, written as a fraction of the theoretical maximum amount of product (1.0 means a 100% yield; for example, 0.34 means a 34% yield). The reactants are [CH2:1]([O:8][C:9]1[CH:37]=[CH:36][C:12]([NH:13][C:14]2[C:23]3[C:18](=[CH:19][C:20]([O:31][CH2:32][CH3:33])=[C:21]([NH:24][C:25](=[O:30])/[CH:26]=[CH:27]/[CH2:28]Cl)[CH:22]=3)[N:17]=[CH:16][C:15]=2[C:34]#[N:35])=[CH:11][C:10]=1[Cl:38])[C:2]1[CH:7]=[CH:6][CH:5]=[CH:4][CH:3]=1.C(OC1C=CC(NC2C3C(=CC(OCC)=C([NH:62][C:63](=O)/[CH:64]=[CH:65]/[CH2:66]Br)C=3)N=CC=2C#N)=CC=1Cl)C1C=CC=CC=1.[NH:77]1[CH2:81][CH2:80][CH2:79][CH2:78]1.C(=O)(O)[O-].[Na+]. The catalyst is CN(C)C=O. The product is [CH2:1]([O:8][C:9]1[CH:37]=[CH:36][C:12]([NH:13][C:14]2[C:23]3[C:18](=[CH:19][C:20]([O:31][CH2:32][CH3:33])=[C:21]([NH:24][C:25](=[O:30])[CH2:26][CH:27]([N:62]4[CH2:63][CH2:64][CH2:65][CH2:66]4)[CH2:28][N:77]4[CH2:81][CH2:80][CH2:79][CH2:78]4)[CH:22]=3)[N:17]=[CH:16][C:15]=2[C:34]#[N:35])=[CH:11][C:10]=1[Cl:38])[C:2]1[CH:7]=[CH:6][CH:5]=[CH:4][CH:3]=1. The yield is 0.400.